This data is from Reaction yield outcomes from USPTO patents with 853,638 reactions. The task is: Predict the reaction yield, written as a fraction of the theoretical maximum amount of product (1.0 means a 100% yield; for example, 0.34 means a 34% yield). (1) The reactants are [CH2:1]([O:3][C:4](=[O:12])[C:5]1[CH:10]=[CH:9][C:8](Br)=[CH:7][CH:6]=1)[CH3:2].[CH3:13][O:14][C:15]1[CH:20]=[CH:19][C:18](B(O)O)=[CH:17][CH:16]=1.C(=O)([O-])[O-].[Na+].[Na+]. The catalyst is C1(C)C=CC=CC=1.[Pd].C1(P(C2C=CC=CC=2)C2C=CC=CC=2)C=CC=CC=1.C1(P(C2C=CC=CC=2)C2C=CC=CC=2)C=CC=CC=1.C1(P(C2C=CC=CC=2)C2C=CC=CC=2)C=CC=CC=1.C1(P(C2C=CC=CC=2)C2C=CC=CC=2)C=CC=CC=1. The product is [CH2:1]([O:3][C:4]([C:5]1[CH:10]=[CH:9][C:8]([C:18]2[CH:19]=[CH:20][C:15]([O:14][CH3:13])=[CH:16][CH:17]=2)=[CH:7][CH:6]=1)=[O:12])[CH3:2]. The yield is 0.958. (2) The reactants are [H-].[Na+].[Br:3][C:4]1[C:5]([C:14]2[S:15][CH:16]=[CH:17][N:18]=2)=[N:6][NH:7][C:8]=1[CH:9]([O:12][CH3:13])[O:10][CH3:11].I[CH3:20].O. The catalyst is CN(C)C=O. The product is [Br:3][C:4]1[C:5]([C:14]2[S:15][CH:16]=[CH:17][N:18]=2)=[N:6][N:7]([CH3:20])[C:8]=1[CH:9]([O:12][CH3:13])[O:10][CH3:11]. The yield is 0.620. (3) The reactants are [NH2:1][C:2]1[N:7]=[N:6][C:5]([N:8]2[CH2:13][CH2:12][N:11]([C:14]([C:16]3[CH:21]=[CH:20][CH:19]=[CH:18][C:17]=3[C:22]([F:25])([F:24])[F:23])=[O:15])[CH2:10][CH2:9]2)=[CH:4][CH:3]=1.[CH3:26][CH:27]([CH3:33])[CH2:28][CH2:29][C:30](O)=[O:31].CN(C)CCCN=C=NCC.O. The catalyst is O1CCCC1. The product is [F:23][C:22]([F:25])([F:24])[C:17]1[CH:18]=[CH:19][CH:20]=[CH:21][C:16]=1[C:14]([N:11]1[CH2:10][CH2:9][N:8]([C:5]2[N:6]=[N:7][C:2]([NH:1][C:30](=[O:31])[CH2:29][CH2:28][CH:27]([CH3:33])[CH3:26])=[CH:3][CH:4]=2)[CH2:13][CH2:12]1)=[O:15]. The yield is 0.240. (4) The reactants are Br[C:2]1[CH:3]=[C:4]([CH:8]([N:12]2[CH:16]=[C:15]([C:17]3[C:18]4[CH:25]=[CH:24][N:23]([CH2:26][O:27][CH2:28][CH2:29][Si:30]([CH3:33])([CH3:32])[CH3:31])[C:19]=4[N:20]=[CH:21][N:22]=3)[CH:14]=[N:13]2)[CH2:9][C:10]#[N:11])[CH:5]=[N:6][CH:7]=1.O1CCOCC1.[C:40]1(B(O)O)[CH:45]=[CH:44][CH:43]=[CH:42][CH:41]=1.C(=O)(O)[O-].[Na+].O. The catalyst is C1C=CC([P]([Pd]([P](C2C=CC=CC=2)(C2C=CC=CC=2)C2C=CC=CC=2)([P](C2C=CC=CC=2)(C2C=CC=CC=2)C2C=CC=CC=2)[P](C2C=CC=CC=2)(C2C=CC=CC=2)C2C=CC=CC=2)(C2C=CC=CC=2)C2C=CC=CC=2)=CC=1. The product is [C:40]1([C:2]2[CH:3]=[C:4]([CH:8]([N:12]3[CH:16]=[C:15]([C:17]4[C:18]5[CH:25]=[CH:24][N:23]([CH2:26][O:27][CH2:28][CH2:29][Si:30]([CH3:33])([CH3:32])[CH3:31])[C:19]=5[N:20]=[CH:21][N:22]=4)[CH:14]=[N:13]3)[CH2:9][C:10]#[N:11])[CH:5]=[N:6][CH:7]=2)[CH:45]=[CH:44][CH:43]=[CH:42][CH:41]=1. The yield is 0.800. (5) The reactants are [CH3:1][C:2]1[CH:3]=[C:4]2[C:8](=[CH:9][CH:10]=1)[NH:7][C:6]([C:11]([OH:13])=O)=[CH:5]2.[CH3:14][O:15][C:16](=[O:23])[C@@H:17]([CH2:19][CH:20]([CH3:22])[CH3:21])[NH2:18]. No catalyst specified. The product is [CH3:21][CH:20]([CH3:22])[CH2:19][C@@H:17]([NH:18][C:11]([C:6]1[NH:7][C:8]2[C:4]([CH:5]=1)=[CH:3][C:2]([CH3:1])=[CH:10][CH:9]=2)=[O:13])[C:16]([O:15][CH3:14])=[O:23]. The yield is 0.500.